This data is from Reaction yield outcomes from USPTO patents with 853,638 reactions. The task is: Predict the reaction yield, written as a fraction of the theoretical maximum amount of product (1.0 means a 100% yield; for example, 0.34 means a 34% yield). (1) The reactants are [CH:1]([C:4]1[CH:9]=[CH:8][C:7]([C:10]2[C:14]3[C:15]([CH3:22])=[C:16]([NH2:21])[C:17]([CH3:20])=[C:18]([CH3:19])[C:13]=3[O:12][C:11]=2[CH3:23])=[CH:6][CH:5]=1)([CH3:3])[CH3:2].[CH3:24][O:25][C:26]1[CH:34]=[CH:33][C:29]([C:30](Cl)=[O:31])=[CH:28][CH:27]=1. No catalyst specified. The product is [CH:1]([C:4]1[CH:9]=[CH:8][C:7]([C:10]2[C:14]3[C:15]([CH3:22])=[C:16]([NH:21][C:30](=[O:31])[C:29]4[CH:33]=[CH:34][C:26]([O:25][CH3:24])=[CH:27][CH:28]=4)[C:17]([CH3:20])=[C:18]([CH3:19])[C:13]=3[O:12][C:11]=2[CH3:23])=[CH:6][CH:5]=1)([CH3:3])[CH3:2]. The yield is 0.490. (2) The reactants are [Cl:1][C:2]1[CH:10]=[C:9]2[C:5]([CH2:6][CH2:7][CH2:8]2)=[C:4]([O:11]C)[CH:3]=1.Br. The catalyst is C(OCC)(=O)C. The product is [Cl:1][C:2]1[CH:3]=[C:4]([OH:11])[C:5]2[CH2:6][CH2:7][CH2:8][C:9]=2[CH:10]=1. The yield is 0.800. (3) The reactants are [Cl:1][C:2]1[CH:3]=[CH:4][C:5](=[O:12])[CH:6]([NH:8][C:9]([NH2:11])=[O:10])[CH:7]=1.[C:13](O)(=[O:16])[CH2:14][CH3:15].[F:18][C:19]1[CH:32]=[CH:31][C:22]([CH2:23][C@H:24]2[O:29][CH2:28][C@H:27]([CH3:30])[NH:26][CH2:25]2)=[CH:21][CH:20]=1.CCN=C=NCCCN(C)C.C1C=CC2N(O)N=NC=2C=1.CCN(C(C)C)C(C)C. The catalyst is CN(C=O)C.O. The product is [Cl:1][C:2]1[CH:3]=[CH:4][C:5]([O:12][CH2:15][CH2:14][C:13]([N:26]2[C@@H:27]([CH3:30])[CH2:28][O:29][C@H:24]([CH2:23][C:22]3[CH:31]=[CH:32][C:19]([F:18])=[CH:20][CH:21]=3)[CH2:25]2)=[O:16])=[C:6]([NH:8][C:9]([NH2:11])=[O:10])[CH:7]=1. The yield is 0.290. (4) The reactants are [H-].[Na+].C([C:5]([CH2:14][CH3:15])(P(=O)([O-])[O-])[C:6]([O:8][CH3:9])=[O:7])C.[C:16]([SiH2:20][O:21][C:22]([C:39]1[CH:44]=[CH:43][CH:42]=[CH:41][CH:40]=1)([C:33]1[CH:38]=[CH:37][CH:36]=[CH:35][CH:34]=1)[CH:23]1[CH2:27][CH2:26][C:25](C)(C=O)[C:24]1(C)[CH3:31])([CH3:19])([CH3:18])[CH3:17].O.[CH2:46]1COCC1. No catalyst specified. The product is [CH3:9][O:8][C:6](=[O:7])[CH:5]=[CH:14][C:15]1([CH3:46])[CH2:26][CH2:27][CH:23]([C:22]([C:33]2[CH:34]=[CH:35][CH:36]=[CH:37][CH:38]=2)([C:39]2[CH:40]=[CH:41][CH:42]=[CH:43][CH:44]=2)[O:21][SiH2:20][C:16]([CH3:18])([CH3:19])[CH3:17])[C:24]1([CH3:25])[CH3:31]. The yield is 0.980. (5) The catalyst is CO. The yield is 0.910. The product is [CH3:1][O:2][C:3]1[CH:4]=[C:5]2[CH:11]=[C:10]([CH3:12])[NH:9][C:6]2=[N:7][CH:8]=1. The reactants are [CH3:1][O:2][C:3]1[CH:4]=[C:5]2[CH:11]=[C:10]([CH3:12])[N:9](S(C3C=CC=CC=3)(=O)=O)[C:6]2=[N:7][CH:8]=1.[Na].O. (6) The reactants are [S:1]1[CH:5]=[CH:4][CH:3]=[C:2]1[C:6](Cl)=[O:7].[C:9]([O:13][C:14]([N:16]1[CH2:21][CH2:20][NH:19][CH2:18][CH2:17]1)=[O:15])([CH3:12])([CH3:11])[CH3:10]. The catalyst is CN(C1C=CN=CC=1)C.N1C=CC=CC=1. The product is [C:9]([O:13][C:14]([N:16]1[CH2:21][CH2:20][N:19]([C:6]([C:2]2[S:1][CH:5]=[CH:4][CH:3]=2)=[O:7])[CH2:18][CH2:17]1)=[O:15])([CH3:12])([CH3:10])[CH3:11]. The yield is 0.880. (7) The reactants are ClCCl.[Cl:4][C:5]1[N:6]=[C:7]([C:12]([NH:14][C@H:15]2[CH2:20][CH2:19][N:18]([C:21]3[S:22][C:23]([C:27]4[N:31](CCC#N)[N:30]=[N:29][N:28]=4)=[C:24]([CH3:26])[N:25]=3)[CH2:17][C@H:16]2[O:36][CH3:37])=[O:13])[NH:8][C:9]=1[CH2:10][CH3:11].C1(C2CCCCCCCCCC=2)CCCCCCCCNN=1.Cl. The catalyst is C(OCC)(=O)C.O. The product is [Cl:4][C:5]1[N:6]=[C:7]([C:12]([NH:14][C@H:15]2[CH2:20][CH2:19][N:18]([C:21]3[S:22][C:23]([C:27]4[NH:28][N:29]=[N:30][N:31]=4)=[C:24]([CH3:26])[N:25]=3)[CH2:17][C@H:16]2[O:36][CH3:37])=[O:13])[NH:8][C:9]=1[CH2:10][CH3:11]. The yield is 0.470. (8) The reactants are [CH:1]([C:4]1[CH:9]=[CH:8][CH:7]=[C:6]([CH:10]([CH3:12])[CH3:11])[C:5]=1[OH:13])([CH3:3])[CH3:2].[C:14]1(=O)[O:19][C:17](=[O:18])[C:16]2=[CH:20][CH:21]=[CH:22][CH:23]=[C:15]12. No catalyst specified. The product is [OH:13][C:5]1[C:4]([CH:1]([CH3:3])[CH3:2])=[CH:9][C:8]([C:14]2([C:8]3[CH:7]=[C:6]([CH:10]([CH3:11])[CH3:12])[C:5]([OH:13])=[C:4]([CH:1]([CH3:3])[CH3:2])[CH:9]=3)[C:15]3[C:16](=[CH:20][CH:21]=[CH:22][CH:23]=3)[C:17](=[O:18])[O:19]2)=[CH:7][C:6]=1[CH:10]([CH3:12])[CH3:11]. The yield is 0.890. (9) The reactants are [F:1][C:2]([F:14])([F:13])[S:3]([C:6]1[CH:7]=[C:8](N)[CH:9]=[CH:10][CH:11]=1)(=[O:5])=[O:4].[ClH:15].N([O-])=O.[Na+].[S:20](=[O:22])=[O:21]. No catalyst specified. The product is [F:1][C:2]([F:14])([F:13])[S:3]([C:6]1[CH:7]=[C:8]([S:20]([Cl:15])(=[O:22])=[O:21])[CH:9]=[CH:10][CH:11]=1)(=[O:5])=[O:4]. The yield is 0.790. (10) The reactants are Cl.[CH2:2]([CH:9]([CH2:14][N:15]1[CH2:20][CH2:19][C:18]([C:22]2[CH:27]=[CH:26][C:25]([Cl:28])=[CH:24][CH:23]=2)([F:21])[CH2:17][CH2:16]1)[C:10]([O:12]C)=[O:11])[C:3]1[CH:8]=[CH:7][CH:6]=[CH:5][CH:4]=1.[OH-].[Na+]. The catalyst is CO. The product is [ClH:28].[CH2:2]([CH:9]([CH2:14][N:15]1[CH2:16][CH2:17][C:18]([C:22]2[CH:23]=[CH:24][C:25]([Cl:28])=[CH:26][CH:27]=2)([F:21])[CH2:19][CH2:20]1)[C:10]([OH:12])=[O:11])[C:3]1[CH:4]=[CH:5][CH:6]=[CH:7][CH:8]=1. The yield is 0.550.